This data is from Catalyst prediction with 721,799 reactions and 888 catalyst types from USPTO. The task is: Predict which catalyst facilitates the given reaction. (1) Reactant: Cl[C:2]1[C:3]([NH2:9])=[N:4][CH:5]=[N:6][C:7]=1Cl.[NH2:10][C@@H:11]1[CH2:15][CH2:14][N:13](C(OC(C)(C)C)=O)[CH2:12]1.[O:23]([C:30]1[CH:35]=[CH:34][C:33](B(O)O)=[CH:32][CH:31]=1)[C:24]1[CH:29]=[CH:28][CH:27]=[CH:26][CH:25]=1.[F:39][C:40]1[C:45]([F:46])=[C:44]([F:47])[C:43]([F:48])=[C:42]([F:49])[C:41]=1[S:50](Cl)(=[O:52])=[O:51]. Product: [F:49][C:42]1[C:43]([F:48])=[C:44]([F:47])[C:45]([F:46])=[C:40]([F:39])[C:41]=1[S:50]([N:13]1[CH2:14][CH2:15][C@@H:11]([NH:10][C:7]2[C:2]([C:27]3[CH:28]=[CH:29][C:24]([O:23][C:30]4[CH:35]=[CH:34][CH:33]=[CH:32][CH:31]=4)=[CH:25][CH:26]=3)=[C:3]([NH2:9])[N:4]=[CH:5][N:6]=2)[CH2:12]1)(=[O:52])=[O:51]. The catalyst class is: 17. (2) Reactant: [Br:1][C:2]1[C:8]([C:9]([F:12])([F:11])[F:10])=[CH:7][C:5]([NH2:6])=[C:4]([N+:13]([O-])=O)[CH:3]=1.O.[Sn](Cl)Cl.C(=O)(O)[O-].[Na+]. Product: [Br:1][C:2]1[CH:3]=[C:4]([NH2:13])[C:5]([NH2:6])=[CH:7][C:8]=1[C:9]([F:12])([F:11])[F:10]. The catalyst class is: 336. (3) Reactant: [CH3:1][C:2]1[N:7]=[C:6]([C:8](=[N:10][OH:11])[NH2:9])[CH:5]=[C:4]([C:12]2[CH:17]=[CH:16][CH:15]=[CH:14][C:13]=2[CH3:18])[N:3]=1.[C:19](N1C=CN=C1)(N1C=CN=C1)=[O:20].N12CCCN=C1CCCCC2.Cl. The catalyst class is: 132. Product: [CH3:1][C:2]1[N:7]=[C:6]([C:8]2[NH:10][O:11][C:19](=[O:20])[N:9]=2)[CH:5]=[C:4]([C:12]2[CH:17]=[CH:16][CH:15]=[CH:14][C:13]=2[CH3:18])[N:3]=1. (4) Reactant: C([O:8][C:9]1[CH:14]=[CH:13][C:12]([C:15]2[CH:19]=[C:18]([C:20]3[CH:25]=[CH:24][CH:23]=[CH:22][CH:21]=3)[NH:17][C:16]=2[C:26]([NH:28][CH2:29][CH2:30][CH2:31][CH2:32][CH2:33][C:34]([O:36][CH3:37])=[O:35])=[O:27])=[CH:11][CH:10]=1)C1C=CC=CC=1. Product: [OH:8][C:9]1[CH:14]=[CH:13][C:12]([C:15]2[CH:19]=[C:18]([C:20]3[CH:25]=[CH:24][CH:23]=[CH:22][CH:21]=3)[NH:17][C:16]=2[C:26]([NH:28][CH2:29][CH2:30][CH2:31][CH2:32][CH2:33][C:34]([O:36][CH3:37])=[O:35])=[O:27])=[CH:11][CH:10]=1. The catalyst class is: 19. (5) Reactant: [C:1]([O:5][C:6]([NH:8][CH2:9][C:10]1[CH:15]=[CH:14][C:13]([CH2:16][C@H:17]([NH:24]C(=O)OCC2C=CC=CC=2)[C:18]([C@@:20]2([CH3:23])[CH2:22][O:21]2)=[O:19])=[CH:12][CH:11]=1)=[O:7])([CH3:4])([CH3:3])[CH3:2].[C:35]([OH:41])([C:37]([F:40])([F:39])[F:38])=[O:36]. Product: [OH:41][C:35]([C:37]([F:40])([F:39])[F:38])=[O:36].[NH2:24][C@H:17]([C:18]([C@@:20]1([CH3:23])[CH2:22][O:21]1)=[O:19])[CH2:16][C:13]1[CH:14]=[CH:15][C:10]([CH2:9][NH:8][C:6](=[O:7])[O:5][C:1]([CH3:4])([CH3:3])[CH3:2])=[CH:11][CH:12]=1. The catalyst class is: 5. (6) Reactant: [N+:1]([C:4]1[CH:5]=[C:6]([C:13]([O:15]C)=[O:14])[C:7]2[CH:8]=[N:9][NH:10][C:11]=2[CH:12]=1)([O-:3])=[O:2].[OH-].[Na+].Cl. Product: [N+:1]([C:4]1[CH:5]=[C:6]([C:13]([OH:15])=[O:14])[C:7]2[CH:8]=[N:9][NH:10][C:11]=2[CH:12]=1)([O-:3])=[O:2]. The catalyst class is: 36. (7) Product: [N+:1]([C:4]1[CH:14]([CH2:15][N:16]([C:17]2[CH:22]=[CH:21][C:20]([C:23]3[CH:27]=[CH:26][N:25]([CH:28]4[CH2:33][CH2:32][CH2:31][CH2:30][O:29]4)[N:24]=3)=[CH:19][CH:18]=2)[C:43](=[O:45])[CH3:44])[CH:8]2[CH2:9][C:10]([CH3:12])([CH3:13])[O:11][C:7]2=[C:6]([CH3:34])[C:5]=1[CH3:35])([O-:3])=[O:2]. The catalyst class is: 2. Reactant: [N+:1]([C:4]1[CH:14]([CH2:15][NH:16][C:17]2[CH:22]=[CH:21][C:20]([C:23]3[CH:27]=[CH:26][N:25]([CH:28]4[CH2:33][CH2:32][CH2:31][CH2:30][O:29]4)[N:24]=3)=[CH:19][CH:18]=2)[CH:8]2[CH2:9][C:10]([CH3:13])([CH3:12])[O:11][C:7]2=[C:6]([CH3:34])[C:5]=1[CH3:35])([O-:3])=[O:2].C(N(CC)CC)C.[C:43](Cl)(=[O:45])[CH3:44]. (8) Reactant: C1(O)C=CC=CC=1.[OH-].[Na+].[CH2:10]1[O:18][CH:11]1[C:12]1[CH:17]=[CH:16][CH:15]=[CH:14][CH:13]=1. Product: [C:12]1([CH2:11][CH2:10][OH:18])[CH:17]=[CH:16][CH:15]=[CH:14][CH:13]=1. The catalyst class is: 6. (9) Reactant: Cl[C:2]1[C:3]2[C:4](=[CH:13][N:14](CC3C=CC(OC)=CC=3)[N:15]=2)[N:5]=[C:6]([C:8]2[S:9][CH:10]=[CH:11][CH:12]=2)[N:7]=1.[S:25]1[CH2:30][CH2:29][N:28]([C:31]2[CH:37]=[CH:36][C:34]([NH2:35])=[CH:33][CH:32]=2)[CH2:27][CH2:26]1.Cl. Product: [S:25]1[CH2:30][CH2:29][N:28]([C:31]2[CH:32]=[CH:33][C:34]([NH:35][C:2]3[C:3]4[NH:15][N:14]=[CH:13][C:4]=4[N:5]=[C:6]([C:8]4[S:9][CH:10]=[CH:11][CH:12]=4)[N:7]=3)=[CH:36][CH:37]=2)[CH2:27][CH2:26]1. The catalyst class is: 71. (10) Reactant: [CH2:1]([N:8]1[CH2:12][CH:11]([CH2:13]Cl)[O:10][C:9]1=[O:15])[C:2]1[CH:7]=[CH:6][CH:5]=[CH:4][CH:3]=1.CN(C)C=O.[N-:21]=[N+:22]=[N-:23].[Na+]. Product: [N:21]([CH2:13][C@H:11]1[O:10][C:9](=[O:15])[N:8]([CH2:1][C:2]2[CH:7]=[CH:6][CH:5]=[CH:4][CH:3]=2)[CH2:12]1)=[N+:22]=[N-:23]. The catalyst class is: 98.